Dataset: Full USPTO retrosynthesis dataset with 1.9M reactions from patents (1976-2016). Task: Predict the reactants needed to synthesize the given product. Given the product [CH3:1][C:2]1[CH:7]=[C:6]([CH3:8])[CH:5]=[C:4]([C:9]2[CH:10]=[N:11][CH:12]=[CH:13][CH:14]=2)[C:3]=1[O:15][CH2:17][C:18]([O:20][CH3:21])=[O:19], predict the reactants needed to synthesize it. The reactants are: [CH3:1][C:2]1[CH:7]=[C:6]([CH3:8])[CH:5]=[C:4]([C:9]2[CH:10]=[N:11][CH:12]=[CH:13][CH:14]=2)[C:3]=1[OH:15].Br[CH2:17][C:18]([O:20][CH3:21])=[O:19].C(=O)([O-])[O-].[Cs+].[Cs+].